The task is: Regression. Given a peptide amino acid sequence and an MHC pseudo amino acid sequence, predict their binding affinity value. This is MHC class I binding data.. This data is from Peptide-MHC class I binding affinity with 185,985 pairs from IEDB/IMGT. (1) The peptide sequence is RPMSASRPA. The MHC is HLA-A26:01 with pseudo-sequence HLA-A26:01. The binding affinity (normalized) is 0.0847. (2) The peptide sequence is YLGIFKNNDV. The MHC is HLA-A02:06 with pseudo-sequence HLA-A02:06. The binding affinity (normalized) is 0.478. (3) The peptide sequence is RVHFHRFMY. The MHC is HLA-A68:02 with pseudo-sequence HLA-A68:02. The binding affinity (normalized) is 0.0847. (4) The peptide sequence is YFSGIMVRL. The MHC is HLA-A03:01 with pseudo-sequence HLA-A03:01. The binding affinity (normalized) is 0.0847. (5) The peptide sequence is IPEPEGPDA. The MHC is HLA-B54:01 with pseudo-sequence HLA-B54:01. The binding affinity (normalized) is 0.213.